Predict the reactants needed to synthesize the given product. From a dataset of Full USPTO retrosynthesis dataset with 1.9M reactions from patents (1976-2016). (1) Given the product [N+:8]([C:5]1[CH:6]=[CH:7][C:2]([N:11]2[CH2:16][CH2:15][O:14][CH2:13][CH2:12]2)=[N:3][CH:4]=1)([O-:10])=[O:9], predict the reactants needed to synthesize it. The reactants are: Cl[C:2]1[CH:7]=[CH:6][C:5]([N+:8]([O-:10])=[O:9])=[CH:4][N:3]=1.[NH:11]1[CH2:16][CH2:15][O:14][CH2:13][CH2:12]1.C(N(CC)CC)C.O. (2) Given the product [CH3:1][C:2]([CH3:51])([CH2:49][CH3:50])[CH2:3][C:4]1[N:5]=[C:6]([CH2:28][CH2:29][C:30]2[CH:35]=[CH:34][C:33]([C:36]3[CH:41]=[CH:40][CH:39]=[CH:38][C:37]=3[O:42][CH2:43][C:44]3[NH:48][CH:47]=[N:46][N:45]=3)=[CH:32][CH:31]=2)[NH:7][CH:8]=1, predict the reactants needed to synthesize it. The reactants are: [CH3:1][C:2]([CH3:51])([CH2:49][CH3:50])[CH2:3][C:4]1[N:5]=[C:6]([CH2:28][CH2:29][C:30]2[CH:35]=[CH:34][C:33]([C:36]3[CH:41]=[CH:40][CH:39]=[CH:38][C:37]=3[O:42][CH2:43][C:44]3[NH:48][CH:47]=[N:46][N:45]=3)=[CH:32][CH:31]=2)[N:7](C(C2C=CC=CC=2)(C2C=CC=CC=2)C2C=CC=CC=2)[CH:8]=1.C(O)(C(F)(F)F)=O. (3) The reactants are: [CH3:1][O:2][C:3]1[CH:4]=[C:5]([CH:8]=[C:9]([O:15][CH3:16])[C:10]=1[O:11][CH2:12][CH2:13][CH3:14])[CH:6]=O.[ClH:17].CO.C(O[CH:23](OCC)[CH2:24][NH:25][CH2:26][C:27]1[CH:32]=[CH:31][CH:30]=[C:29]([O:33][CH2:34][CH3:35])[C:28]=1[OH:36])C. Given the product [ClH:17].[CH3:1][O:2][C:3]1[CH:4]=[C:5]([CH:8]=[C:9]([O:15][CH3:16])[C:10]=1[O:11][CH2:12][CH2:13][CH3:14])[CH2:6][C:23]1[C:32]2[C:27](=[C:28]([OH:36])[C:29]([O:33][CH2:34][CH3:35])=[CH:30][CH:31]=2)[CH:26]=[N:25][CH:24]=1, predict the reactants needed to synthesize it. (4) Given the product [Cl:1][C:2]1[CH:3]=[C:4]([NH:17][C:18]2[C:19]3[CH:33]=[C:27]([C:28]([O:30][CH3:31])=[O:29])[CH2:26][CH2:25][N:24]([CH3:32])[C:20]=3[N:21]=[CH:22][N:23]=2)[CH:5]=[CH:6][C:7]=1[O:8][CH2:9][C:10]1[CH:15]=[CH:14][CH:13]=[C:12]([F:16])[CH:11]=1, predict the reactants needed to synthesize it. The reactants are: [Cl:1][C:2]1[CH:3]=[C:4]([NH:17][C:18]2[N:23]=[CH:22][N:21]=[C:20]([N:24]([CH3:32])[CH2:25][CH2:26][CH2:27][C:28]([O:30][CH3:31])=[O:29])[C:19]=2[CH:33]=O)[CH:5]=[CH:6][C:7]=1[O:8][CH2:9][C:10]1[CH:15]=[CH:14][CH:13]=[C:12]([F:16])[CH:11]=1.C[O-].[Na+].CO. (5) Given the product [CH3:11][C:8]1([CH3:12])[C:7](=[O:13])[C:5]2[CH:6]=[C:2]([C:17]3[CH:18]=[CH:19][N:14]=[CH:15][CH:16]=3)[S:3][C:4]=2[CH2:10][CH2:9]1, predict the reactants needed to synthesize it. The reactants are: Br[C:2]1[S:3][C:4]2[CH2:10][CH2:9][C:8]([CH3:12])([CH3:11])[C:7](=[O:13])[C:5]=2[CH:6]=1.[N:14]1[CH:19]=[CH:18][C:17](B(O)O)=[CH:16][CH:15]=1.ClCCl.C(=O)([O-])[O-].[Cs+].[Cs+]. (6) Given the product [CH3:9][C@@H:8]1[CH2:7][CH2:6][CH2:5][N:4]([C:10]([C:12]2[C:17]([N:18]3[CH:22]=[CH:21][CH:20]=[N:19]3)=[CH:16][CH:15]=[C:14]([CH3:23])[N:13]=2)=[O:11])[C@@H:3]1[CH2:2][NH:1][C:25]1[N:26]=[N:27][C:28]([C:31]([F:34])([F:33])[F:32])=[CH:29][CH:30]=1, predict the reactants needed to synthesize it. The reactants are: [NH2:1][CH2:2][C@@H:3]1[C@H:8]([CH3:9])[CH2:7][CH2:6][CH2:5][N:4]1[C:10]([C:12]1[C:17]([N:18]2[CH:22]=[CH:21][CH:20]=[N:19]2)=[CH:16][CH:15]=[C:14]([CH3:23])[N:13]=1)=[O:11].Cl[C:25]1[N:26]=[N:27][C:28]([C:31]([F:34])([F:33])[F:32])=[CH:29][CH:30]=1.